From a dataset of Peptide-MHC class II binding affinity with 134,281 pairs from IEDB. Regression. Given a peptide amino acid sequence and an MHC pseudo amino acid sequence, predict their binding affinity value. This is MHC class II binding data. (1) The peptide sequence is LIRKKLMTSPKWVQM. The MHC is DRB3_0101 with pseudo-sequence DRB3_0101. The binding affinity (normalized) is 0. (2) The peptide sequence is ITAHLKRLWKMLDPR. The MHC is DRB1_0404 with pseudo-sequence DRB1_0404. The binding affinity (normalized) is 0.558. (3) The peptide sequence is AFQVAATAANAAPAN. The MHC is HLA-DPA10103-DPB10301 with pseudo-sequence HLA-DPA10103-DPB10301. The binding affinity (normalized) is 0.539. (4) The peptide sequence is NYLALLVKFVAGDGD. The MHC is HLA-DQA10102-DQB10502 with pseudo-sequence HLA-DQA10102-DQB10502. The binding affinity (normalized) is 0.0997. (5) The peptide sequence is YDKFLANVSTWLTGK. The MHC is DRB3_0202 with pseudo-sequence DRB3_0202. The binding affinity (normalized) is 0.824. (6) The peptide sequence is GSRGYRLQRKIEAIF. The MHC is DRB1_0405 with pseudo-sequence DRB1_0405. The binding affinity (normalized) is 0.459. (7) The peptide sequence is GSDPKKLVLDIKYTR. The MHC is DRB1_0901 with pseudo-sequence DRB1_0901. The binding affinity (normalized) is 0.131. (8) The peptide sequence is SNGVLESDMIIPKSL. The MHC is DRB4_0101 with pseudo-sequence DRB4_0103. The binding affinity (normalized) is 0.236.